From a dataset of Forward reaction prediction with 1.9M reactions from USPTO patents (1976-2016). Predict the product of the given reaction. (1) Given the reactants [C:1]1([S:7]([N:10]2[C:14]3=[N:15][CH:16]=[C:17]([NH:19][C:20](=[O:26])[O:21][C:22]([CH3:25])([CH3:24])[CH3:23])[CH:18]=[C:13]3[CH:12]=[C:11]2[Br:27])(=[O:9])=[O:8])[CH:6]=[CH:5][CH:4]=[CH:3][CH:2]=1.[C:28]([O:32][C:33](O[C:33]([O:32][C:28]([CH3:31])([CH3:30])[CH3:29])=[O:34])=[O:34])([CH3:31])([CH3:30])[CH3:29].C(N(CC)C(C)C)(C)C, predict the reaction product. The product is: [C:1]1([S:7]([N:10]2[C:14]3=[N:15][CH:16]=[C:17]([N:19]([C:33]([O:32][C:28]([CH3:31])([CH3:30])[CH3:29])=[O:34])[C:20](=[O:26])[O:21][C:22]([CH3:23])([CH3:24])[CH3:25])[CH:18]=[C:13]3[CH:12]=[C:11]2[Br:27])(=[O:8])=[O:9])[CH:2]=[CH:3][CH:4]=[CH:5][CH:6]=1. (2) Given the reactants [Cl:1][CH2:2][C:3]1[NH:7][N:6]=[N:5][N:4]=1.[C:8]([O-])([O-])=O.[K+].[K+].[CH3:14]I.O, predict the reaction product. The product is: [Cl:1][CH2:2][C:3]1[N:7]([CH3:8])[N:6]=[N:5][N:4]=1.[Cl:1][CH2:2][C:3]1[N:4]=[N:5][N:6]([CH3:14])[N:7]=1. (3) Given the reactants S(Cl)(Cl)=O.[I:5][C:6]1[CH:7]=[C:8]([CH2:22][CH2:23][C:24]([OH:26])=[O:25])[CH:9]=[C:10]([I:21])[C:11]=1[O:12][C:13]1[CH:18]=[CH:17][C:16]([O:19][CH3:20])=[CH:15][CH:14]=1.[CH3:27]O, predict the reaction product. The product is: [I:5][C:6]1[CH:7]=[C:8]([CH2:22][CH2:23][C:24]([O:26][CH3:27])=[O:25])[CH:9]=[C:10]([I:21])[C:11]=1[O:12][C:13]1[CH:14]=[CH:15][C:16]([O:19][CH3:20])=[CH:17][CH:18]=1. (4) Given the reactants [CH2:1]([C:3]1[S:19][C:6]2[NH:7][C:8](=[O:18])[N:9]([CH:12]([CH3:17])[C:13]([O:15][CH3:16])=[O:14])[C:10](=[O:11])[C:5]=2[CH:4]=1)[CH3:2].Br[CH2:21][C:22]1[CH:27]=[CH:26][C:25]([C:28]2[C:29]([C:34]#[N:35])=[CH:30][CH:31]=[CH:32][CH:33]=2)=[CH:24][CH:23]=1.C(=O)([O-])[O-].[K+].[K+], predict the reaction product. The product is: [C:34]([C:29]1[CH:30]=[CH:31][CH:32]=[CH:33][C:28]=1[C:25]1[CH:24]=[CH:23][C:22]([CH2:21][N:7]2[C:6]3[S:19][C:3]([CH2:1][CH3:2])=[CH:4][C:5]=3[C:10](=[O:11])[N:9]([CH:12]([CH3:17])[C:13]([O:15][CH3:16])=[O:14])[C:8]2=[O:18])=[CH:27][CH:26]=1)#[N:35]. (5) Given the reactants [N:1]([C@@H:4]1[CH2:9][C@H:8]2[C@H:10]3[C@H:19]([CH2:20][CH2:21][C@:6]2([CH3:7])[C@@H:5]1[OH:24])[C:18]1[CH:17]=[CH:16][C:15]([O:22][CH3:23])=[CH:14][C:13]=1[CH2:12][CH2:11]3)=[N+]=[N-].O.NN, predict the reaction product. The product is: [NH2:1][C@@H:4]1[CH2:9][C@H:8]2[C@H:10]3[C@H:19]([CH2:20][CH2:21][C@:6]2([CH3:7])[C@@H:5]1[OH:24])[C:18]1[CH:17]=[CH:16][C:15]([O:22][CH3:23])=[CH:14][C:13]=1[CH2:12][CH2:11]3.